From a dataset of Reaction yield outcomes from USPTO patents with 853,638 reactions. Predict the reaction yield, written as a fraction of the theoretical maximum amount of product (1.0 means a 100% yield; for example, 0.34 means a 34% yield). (1) The reactants are [Cl:1][C:2]1[C:6]([Cl:7])=[C:5]([CH3:8])[NH:4][C:3]=1[C:9]([O:11]CC)=[O:10].C(Cl)Cl.[Li+].[OH-].Cl. The catalyst is CO. The product is [Cl:1][C:2]1[C:6]([Cl:7])=[C:5]([CH3:8])[NH:4][C:3]=1[C:9]([OH:11])=[O:10]. The yield is 0.640. (2) The reactants are [S:1]1[C:5]([C:6]2[C:7]([O:16][CH3:17])=[CH:8][C:9]([O:14][CH3:15])=[C:10]([CH:13]=2)[CH:11]=O)=[CH:4][C:3]2[CH:18]=[CH:19][CH:20]=[CH:21][C:2]1=2.[C:22]([C:25]1[CH:33]=[CH:32][C:28]([C:29]([OH:31])=[O:30])=[CH:27][CH:26]=1)(=[O:24])[CH3:23].CO.O(C)[Li]. The catalyst is CCCCCCC.O.CN(C=O)C. The product is [S:1]1[C:5]([C:6]2[C:7]([O:16][CH3:17])=[CH:8][C:9]([O:14][CH3:15])=[C:10](/[CH:11]=[CH:23]/[C:22]([C:25]3[CH:33]=[CH:32][C:28]([C:29]([OH:31])=[O:30])=[CH:27][CH:26]=3)=[O:24])[CH:13]=2)=[CH:4][C:3]2[CH:18]=[CH:19][CH:20]=[CH:21][C:2]1=2. The yield is 0.870. (3) The reactants are [CH3:1][S:2][C:3]1[CH:8]=[CH:7][C:6]([C:9](=[O:11])[CH3:10])=[CH:5][CH:4]=1.[H-].[Na+].[C:14](=O)([O:17]C)[O:15][CH3:16].C(O)(=O)C. The catalyst is C1COCC1.O. The product is [CH3:16][O:15][C:14](=[O:17])[CH2:10][C:9]([C:6]1[CH:7]=[CH:8][C:3]([S:2][CH3:1])=[CH:4][CH:5]=1)=[O:11]. The yield is 0.900.